This data is from Forward reaction prediction with 1.9M reactions from USPTO patents (1976-2016). The task is: Predict the product of the given reaction. Given the reactants C(OC([NH:8][C:9]1([CH3:37])[C:13]2([CH2:15][CH2:14]2)[CH2:12][N:11]([C:16]2[C:25]([O:26][CH3:27])=[C:24]3[C:19]([C:20](=[O:35])[C:21]([C:32]([OH:34])=[O:33])=[CH:22][N:23]3[C@@H:28]3[CH2:30][C@@H:29]3[F:31])=[CH:18][C:17]=2[F:36])[CH2:10]1)=O)(C)(C)C, predict the reaction product. The product is: [NH2:8][C:9]1([CH3:37])[C:13]2([CH2:14][CH2:15]2)[CH2:12][N:11]([C:16]2[C:25]([O:26][CH3:27])=[C:24]3[C:19]([C:20](=[O:35])[C:21]([C:32]([OH:34])=[O:33])=[CH:22][N:23]3[C@@H:28]3[CH2:30][C@@H:29]3[F:31])=[CH:18][C:17]=2[F:36])[CH2:10]1.